From a dataset of Full USPTO retrosynthesis dataset with 1.9M reactions from patents (1976-2016). Predict the reactants needed to synthesize the given product. Given the product [C:1]([NH:9][C:10]1[S:11][C@H:12]([CH3:31])[C@@H:13]2[CH2:19][C@H:18]([C:51]([NH:53][CH2:54][CH:55]([O:58][CH3:59])[O:56][CH3:57])=[O:52])[O:17][CH2:16][C@:14]2([C:23]2[CH:28]=[CH:27][C:26]([F:29])=[CH:25][C:24]=2[F:30])[N:15]=1)(=[O:8])[C:2]1[CH:7]=[CH:6][CH:5]=[CH:4][CH:3]=1, predict the reactants needed to synthesize it. The reactants are: [C:1]([NH:9][C:10]1[S:11][C@H:12]([CH3:31])[C@@H:13]2[CH2:19][C@H:18](C(O)=O)[O:17][CH2:16][C@:14]2([C:23]2[CH:28]=[CH:27][C:26]([F:29])=[CH:25][C:24]=2[F:30])[N:15]=1)(=[O:8])[C:2]1[CH:7]=[CH:6][CH:5]=[CH:4][CH:3]=1.C(NC1SC[C@@H]2C[C@H]([C:51]([NH:53][CH2:54][CH:55]([O:58][CH3:59])[O:56][CH3:57])=[O:52])OC[C@]2(C2C=CC(F)=CC=2F)N=1)(=O)C1C=CC=CC=1.